From a dataset of Full USPTO retrosynthesis dataset with 1.9M reactions from patents (1976-2016). Predict the reactants needed to synthesize the given product. (1) Given the product [CH3:1][O:2][CH2:3][C@H:4]([CH3:36])[O:5][C:6]1[CH:7]=[C:8]([C:23]2[NH:27][C:26]([C:28]3[O:29][CH:30]([C:33]([N:39]([CH3:40])[CH3:38])=[O:35])[CH2:31][N:32]=3)=[CH:25][CH:24]=2)[CH:9]=[C:10]([O:12][C:13]2[CH:18]=[CH:17][C:16]([S:19]([CH3:22])(=[O:20])=[O:21])=[CH:15][CH:14]=2)[CH:11]=1, predict the reactants needed to synthesize it. The reactants are: [CH3:1][O:2][CH2:3][C@H:4]([CH3:36])[O:5][C:6]1[CH:7]=[C:8]([C:23]2[NH:27][C:26]([C:28]3[O:29][CH:30]([C:33]([OH:35])=O)[CH2:31][N:32]=3)=[CH:25][CH:24]=2)[CH:9]=[C:10]([O:12][C:13]2[CH:18]=[CH:17][C:16]([S:19]([CH3:22])(=[O:21])=[O:20])=[CH:15][CH:14]=2)[CH:11]=1.Cl.[CH3:38][NH:39][CH3:40].CCN=C=NCCCN(C)C.Cl.O. (2) Given the product [OH:29][C:26]1[CH:25]=[CH:24][C:23]([C:21](=[O:22])[CH2:20][CH2:19][C:17]2[CH:18]=[C:13]([C:9]([CH3:8])([CH3:10])[CH:11]=[CH2:12])[C:14]([OH:32])=[CH:15][C:16]=2[O:30][CH3:31])=[CH:28][CH:27]=1, predict the reactants needed to synthesize it. The reactants are: FC(F)(F)C(O)=O.[CH3:8][C:9]([C:13]1[CH:18]=[C:17](/[CH:19]=[CH:20]/[C:21]([C:23]2[CH:28]=[CH:27][C:26]([OH:29])=[CH:25][CH:24]=2)=[O:22])[C:16]([O:30][CH3:31])=[CH:15][C:14]=1[OH:32])([CH:11]=[CH2:12])[CH3:10].C([SiH](CC)CC)C.O. (3) Given the product [Br:43][C:40]1[CH:41]=[CH:42][C:35]([NH:34][C:17](=[O:19])[C:16]2[CH:20]=[CH:21][CH:22]=[C:14]([S:11]([N:7]3[C:8]4[C:4](=[CH:3][C:2]([Cl:1])=[CH:10][CH:9]=4)[CH2:5][CH2:6]3)(=[O:12])=[O:13])[CH:15]=2)=[C:36]([CH:37]=[O:38])[CH:39]=1, predict the reactants needed to synthesize it. The reactants are: [Cl:1][C:2]1[CH:3]=[C:4]2[C:8](=[CH:9][CH:10]=1)[N:7]([S:11]([C:14]1[CH:15]=[C:16]([CH:20]=[CH:21][CH:22]=1)[C:17]([OH:19])=O)(=[O:13])=[O:12])[CH2:6][CH2:5]2.CN(C=O)C.C(Cl)(=O)C(Cl)=O.[NH2:34][C:35]1[CH:42]=[CH:41][C:40]([Br:43])=[CH:39][C:36]=1[CH:37]=[O:38]. (4) The reactants are: [NH2:1][C@@H:2]([CH2:27][C:28]1[CH:33]=[CH:32][CH:31]=[CH:30][CH:29]=1)[C@@H:3]([OH:26])[CH2:4][C@@H:5]([NH:13][C:14]([C@@H:16]([NH:21][C:22](=[O:25])[O:23][CH3:24])[C:17]([CH3:20])([CH3:19])[CH3:18])=[O:15])[CH2:6][C:7]1[CH:12]=[CH:11][CH:10]=[CH:9][CH:8]=1.FC(F)(F)C(O)=O.[CH3:41][C@@H:42]([CH2:65][CH3:66])[C@H:43]([N:47]1[CH2:51][CH2:50][N:49]([CH2:52][C:53]2[N:54]=[C:55]([C:58]3[CH:63]=[CH:62][CH:61]=[CH:60][N:59]=3)[S:56][CH:57]=2)[C:48]1=[O:64])[C:44](O)=[O:45].CCN=C=NCCCN(C)C.C1C=CC2N(O)N=NC=2C=1.CN1CCOCC1. Given the product [CH2:6]([C@H:5]([NH:13][C:14]([C@@H:16]([NH:21][C:22](=[O:25])[O:23][CH3:24])[C:17]([CH3:20])([CH3:19])[CH3:18])=[O:15])[CH2:4][C@H:3]([OH:26])[C@@H:2]([NH:1][C:44](=[O:45])[C@@H:43]([N:47]1[CH2:51][CH2:50][N:49]([CH2:52][C:53]2[N:54]=[C:55]([C:58]3[CH:63]=[CH:62][CH:61]=[CH:60][N:59]=3)[S:56][CH:57]=2)[C:48]1=[O:64])[CH:42]([CH3:41])[CH2:65][CH3:66])[CH2:27][C:28]1[CH:29]=[CH:30][CH:31]=[CH:32][CH:33]=1)[C:7]1[CH:12]=[CH:11][CH:10]=[CH:9][CH:8]=1, predict the reactants needed to synthesize it. (5) Given the product [Br:1][C:2]1[N:3]=[C:4]([NH:25][C:22]2[CH:23]=[CH:24][C:19]([CH:16]3[CH2:15][CH2:14][N:13]([CH3:12])[CH2:18][CH2:17]3)=[CH:20][CH:21]=2)[C:5]2[N:6]([CH:8]=[CH:9][N:10]=2)[CH:7]=1, predict the reactants needed to synthesize it. The reactants are: [Br:1][C:2]1[N:3]=[C:4](Br)[C:5]2[N:6]([CH:8]=[CH:9][N:10]=2)[CH:7]=1.[CH3:12][N:13]1[CH2:18][CH2:17][CH:16]([C:19]2[CH:24]=[CH:23][C:22]([NH2:25])=[CH:21][CH:20]=2)[CH2:15][CH2:14]1.CC1(C)C2(CS(O)(=O)=O)C(CC1CC2)=O. (6) The reactants are: CC(C)C(=C)C(O)=O.[CH:9]1([CH:14]([C:18](O)=O)[C:15]([OH:17])=[O:16])[CH2:13][CH2:12][CH2:11][CH2:10]1. Given the product [CH:9]1([C:14](=[CH2:18])[C:15]([OH:17])=[O:16])[CH2:13][CH2:12][CH2:11][CH2:10]1, predict the reactants needed to synthesize it. (7) The reactants are: [Cl:1][C:2]1[CH:9]=[CH:8][C:5]([CH:6]=O)=[C:4]([CH3:10])[CH:3]=1.C(O)(=O)C.[N+:15]([CH3:18])([O-:17])=[O:16]. Given the product [Cl:1][C:2]1[CH:9]=[CH:8][C:5](/[CH:6]=[CH:18]/[N+:15]([O-:17])=[O:16])=[C:4]([CH3:10])[CH:3]=1, predict the reactants needed to synthesize it.